This data is from Full USPTO retrosynthesis dataset with 1.9M reactions from patents (1976-2016). The task is: Predict the reactants needed to synthesize the given product. (1) Given the product [CH:1]1([CH2:6][CH:7]([N:11]2[C:19]3[C:14](=[CH:15][CH:16]=[C:17]([F:20])[CH:18]=3)[CH2:13][C:12]2=[O:22])[C:8]([OH:10])=[O:9])[CH2:5][CH2:4][CH2:3][CH2:2]1, predict the reactants needed to synthesize it. The reactants are: [CH:1]1([CH2:6][CH:7]([N:11]2[C:19]3[C:14](=[CH:15][CH:16]=[C:17]([F:20])[CH:18]=3)[C:13](=O)[C:12]2=[O:22])[C:8]([OH:10])=[O:9])[CH2:5][CH2:4][CH2:3][CH2:2]1.O.NN. (2) The reactants are: C(OC(=O)[NH:10][CH2:11][CH:12]1[CH2:17][CH2:16][CH2:15][CH:14]([N:18]2[C:27]3[C:22](=[C:23]([Cl:28])[CH:24]=[N:25][CH:26]=3)[C:21]3=[N:29][O:30][C:31]([CH3:32])=[C:20]3[C:19]2=[O:33])[CH2:13]1)C1C=CC=CC=1.I[Si](C)(C)C.[C:40](O)(=[O:47])[C:41]1[CH:46]=[CH:45][CH:44]=[CH:43][CH:42]=1.Cl.CN(C)CCCN=C=NCC.ON1C2N=CC=CC=2N=N1.C(N(CC)C(C)C)(C)C. Given the product [Cl:28][C:23]1[CH:24]=[N:25][CH:26]=[C:27]2[C:22]=1[C:21]1=[N:29][O:30][C:31]([CH3:32])=[C:20]1[C:19](=[O:33])[N:18]2[CH:14]1[CH2:15][CH2:16][CH2:17][CH:12]([CH2:11][NH:10][C:40](=[O:47])[C:41]2[CH:46]=[CH:45][CH:44]=[CH:43][CH:42]=2)[CH2:13]1, predict the reactants needed to synthesize it. (3) Given the product [N:3]1[C:12]2[C:7](=[CH:8][CH:9]=[CH:10][CH:11]=2)[CH:6]=[CH:5][C:4]=1[N:13]1[CH2:14][CH2:15][CH:16]([O:19][C:21]2[C:22]([CH:27]3[CH2:28][CH2:29][N:30]([C:33]([O:35][C:36]([CH3:37])([CH3:38])[CH3:39])=[O:34])[CH2:31][CH2:32]3)=[CH:40][CH:24]=[CH:25][N:26]=2)[CH2:17][CH2:18]1, predict the reactants needed to synthesize it. The reactants are: [H-].[Na+].[N:3]1[C:12]2[C:7](=[CH:8][CH:9]=[CH:10][CH:11]=2)[CH:6]=[CH:5][C:4]=1[N:13]1[CH2:18][CH2:17][CH:16]([OH:19])[CH2:15][CH2:14]1.Cl[C:21]1[C:22]([CH:27]2[CH2:32][CH2:31][N:30]([C:33]([O:35][C:36]([CH3:39])([CH3:38])[CH3:37])=[O:34])[CH2:29][CH2:28]2)=N[CH:24]=[CH:25][N:26]=1.[CH3:40]N(C=O)C. (4) Given the product [C:7]1([C@H:13]([NH:15][CH2:2][C:3]([O:5][CH3:6])=[O:4])[CH3:14])[CH:12]=[CH:11][CH:10]=[CH:9][CH:8]=1, predict the reactants needed to synthesize it. The reactants are: Br[CH2:2][C:3]([O:5][CH3:6])=[O:4].[C:7]1([C@H:13]([NH2:15])[CH3:14])[CH:12]=[CH:11][CH:10]=[CH:9][CH:8]=1.C(N(CC)CC)C. (5) The reactants are: [C:1]([C:4]1[CH:9]=[CH:8][C:7]([CH:10]=[CH:11][C:12]([OH:14])=[O:13])=[C:6]([CH3:15])[CH:5]=1)(=[O:3])[CH3:2].S(=O)(=O)(O)O.O.[CH3:22]O. Given the product [C:1]([C:4]1[CH:9]=[CH:8][C:7]([CH:10]=[CH:11][C:12]([O:14][CH3:22])=[O:13])=[C:6]([CH3:15])[CH:5]=1)(=[O:3])[CH3:2], predict the reactants needed to synthesize it. (6) The reactants are: [Cl:1][C:2]1[CH:3]=[C:4]([CH:30]=[CH:31][C:32]=1[F:33])[CH2:5][N:6]1[CH2:15][CH2:14][C:13]2[C:8](=[C:9]([O:27][CH3:28])[C:10](=[O:26])[N:11]3[CH2:21][CH2:20][CH2:19][CH2:18][N:17]([CH2:22][CH2:23][OH:24])[C:16](=[O:25])[C:12]3=2)[C:7]1=[O:29].C(N(C(C)C)CC)(C)C.[CH3:43][S:44](O[S:44]([CH3:43])(=[O:46])=[O:45])(=[O:46])=[O:45]. Given the product [Cl:1][C:2]1[CH:3]=[C:4]([CH:30]=[CH:31][C:32]=1[F:33])[CH2:5][N:6]1[CH2:15][CH2:14][C:13]2[C:8](=[C:9]([O:27][CH3:28])[C:10](=[O:26])[N:11]3[CH2:21][CH2:20][CH2:19][CH2:18][N:17]([CH2:22][CH2:23][O:24][S:44]([CH3:43])(=[O:46])=[O:45])[C:16](=[O:25])[C:12]3=2)[C:7]1=[O:29], predict the reactants needed to synthesize it. (7) Given the product [S:1]([CH2:7][CH2:8][C:9]1[S:15][C:14]([NH2:16])=[N:13][N:12]=1)[CH2:2][CH2:3][C:4]1[S:15][C:14]([NH2:16])=[N:13][N:12]=1, predict the reactants needed to synthesize it. The reactants are: [S:1]([CH2:7][CH2:8][C:9](O)=O)[CH2:2][CH2:3][C:4](O)=O.[NH2:12][NH:13][C:14]([NH2:16])=[S:15]. (8) The reactants are: [CH2:1]([O:3][C:4]([C@H:6]1[CH2:11][CH2:10][C@@H:9]([OH:12])[CH2:8][CH2:7]1)=[O:5])[CH3:2].C(N(CC)CC)C.[CH3:20][S:21](Cl)(=[O:23])=[O:22]. Given the product [CH2:1]([O:3][C:4]([C@H:6]1[CH2:11][CH2:10][C@@H:9]([O:12][S:21]([CH3:20])(=[O:23])=[O:22])[CH2:8][CH2:7]1)=[O:5])[CH3:2], predict the reactants needed to synthesize it.